From a dataset of Forward reaction prediction with 1.9M reactions from USPTO patents (1976-2016). Predict the product of the given reaction. (1) The product is: [CH:22]([C:21]1[N:1]=[C:2]2[C:7]([O:8][CH2:9][C:10]3([C:13]4[CH:14]=[CH:15][CH:16]=[CH:17][CH:18]=4)[CH2:12][CH2:11]3)=[CH:6][CH:5]=[CH:4][N:3]2[CH:20]=1)([CH3:24])[CH3:23]. Given the reactants [NH2:1][C:2]1[C:7]([O:8][CH2:9][C:10]2([C:13]3[CH:18]=[CH:17][CH:16]=[CH:15][CH:14]=3)[CH2:12][CH2:11]2)=[CH:6][CH:5]=[CH:4][N:3]=1.Br[CH2:20][C:21](=O)[CH:22]([CH3:24])[CH3:23], predict the reaction product. (2) Given the reactants N1(CCO)CCNCC1.BrC1SC(C=O)=CC=1.[OH:18][CH2:19][CH2:20][N:21]1[CH2:26][CH2:25][N:24]([C:27]2[S:31][C:30]([CH:32]=O)=[CH:29][CH:28]=2)[CH2:23][CH2:22]1.[CH3:34][O:35][C:36]1[CH:37]=[C:38]([CH:42]=[CH:43][C:44]=1[O:45][CH3:46])[CH2:39][C:40]#[N:41], predict the reaction product. The product is: [CH3:34][O:35][C:36]1[CH:37]=[C:38](/[C:39](=[CH:32]/[C:30]2[S:31][C:27]([N:24]3[CH2:23][CH2:22][N:21]([CH2:20][CH2:19][OH:18])[CH2:26][CH2:25]3)=[CH:28][CH:29]=2)/[C:40]#[N:41])[CH:42]=[CH:43][C:44]=1[O:45][CH3:46].